Dataset: Catalyst prediction with 721,799 reactions and 888 catalyst types from USPTO. Task: Predict which catalyst facilitates the given reaction. (1) The catalyst class is: 5. Reactant: [N:1]1([C:6]2[CH:11]=[CH:10][C:9]([CH:12]([O:16][CH3:17])[C:13]([O-:15])=[O:14])=[CH:8][CH:7]=2)[CH:5]=[CH:4][CH:3]=[N:2]1.[K+].S(=O)(=O)(O)O.O.[C:25]([O-])(O)=O.[Na+]. Product: [N:1]1([C:6]2[CH:7]=[CH:8][C:9]([CH:12]([O:16][CH3:17])[C:13]([O:15][CH3:25])=[O:14])=[CH:10][CH:11]=2)[CH:5]=[CH:4][CH:3]=[N:2]1. (2) Reactant: [OH:1][C:2]1[CH:7]=[CH:6][C:5]([C:8]2[CH:12]=[C:11]([C:13]([NH2:15])=[O:14])[O:10][N:9]=2)=[CH:4][CH:3]=1.C([O-])([O-])=O.[K+].[K+].[Cl:22][C:23]1[CH:30]=[CH:29][C:28]([F:31])=[CH:27][C:24]=1[CH2:25]Cl. Product: [Cl:22][C:23]1[CH:30]=[CH:29][C:28]([F:31])=[CH:27][C:24]=1[CH2:25][O:1][C:2]1[CH:3]=[CH:4][C:5]([C:8]2[CH:12]=[C:11]([C:13]([NH2:15])=[O:14])[O:10][N:9]=2)=[CH:6][CH:7]=1. The catalyst class is: 639. (3) Reactant: [NH2:1][O:2][CH2:3][C:4]([NH:6][CH3:7])=[O:5].C(Cl)Cl.[F:11][C:12]1[C:13]([NH:28][C:29]2[CH:34]=[CH:33][C:32]([I:35])=[CH:31][C:30]=2[F:36])=[C:14]([CH:22]=[C:23]([CH:26]=O)[C:24]=1[F:25])[C:15]([NH:17][O:18][CH2:19][CH2:20][OH:21])=[O:16]. Product: [F:11][C:12]1[C:13]([NH:28][C:29]2[CH:34]=[CH:33][C:32]([I:35])=[CH:31][C:30]=2[F:36])=[C:14]([CH:22]=[C:23](/[CH:26]=[N:1]/[O:2][CH2:3][C:4](=[O:5])[NH:6][CH3:7])[C:24]=1[F:25])[C:15]([NH:17][O:18][CH2:19][CH2:20][OH:21])=[O:16]. The catalyst class is: 1. (4) Reactant: C([N:8]1[CH2:13][C:12]2([CH2:18][CH2:17][N:16]([C:19]([O:21][C:22]([CH3:25])([CH3:24])[CH3:23])=[O:20])[CH2:15][CH2:14]2)[O:11][CH:10]([C:26]([O:28][CH3:29])=[O:27])[CH2:9]1)C1C=CC=CC=1.C([O-])=O.[NH4+]. Product: [O:11]1[C:12]2([CH2:18][CH2:17][N:16]([C:19]([O:21][C:22]([CH3:25])([CH3:24])[CH3:23])=[O:20])[CH2:15][CH2:14]2)[CH2:13][NH:8][CH2:9][CH:10]1[C:26]([O:28][CH3:29])=[O:27]. The catalyst class is: 50. (5) Reactant: CC1(C)N([O])C(C)(C)CCC1.[O-]Cl.[Na+].[CH:15]([O:28][C:29]([C:31]1[N:32]2[CH:35]([S:36][CH2:37][C:38]=1[CH2:39][OH:40])[CH:34]([NH:41][C:42](=[O:71])[C:43]([C:65]1[N:69]=[C:68]([NH2:70])[S:67][N:66]=1)=[N:44][O:45][C:46]([C:59]1[CH:64]=[CH:63][CH:62]=[CH:61][CH:60]=1)([C:53]1[CH:58]=[CH:57][CH:56]=[CH:55][CH:54]=1)[C:47]1[CH:52]=[CH:51][CH:50]=[CH:49][CH:48]=1)[C:33]2=[O:72])=[O:30])([C:22]1[CH:27]=[CH:26][CH:25]=[CH:24][CH:23]=1)[C:16]1[CH:21]=[CH:20][CH:19]=[CH:18][CH:17]=1.[K+].[Br-].C([O-])(O)=O.[Na+]. Product: [CH:15]([O:28][C:29]([C:31]1[N:32]2[CH:35]([S:36][CH2:37][C:38]=1[CH:39]=[O:40])[CH:34]([NH:41][C:42](=[O:71])[C:43]([C:65]1[N:69]=[C:68]([NH2:70])[S:67][N:66]=1)=[N:44][O:45][C:46]([C:53]1[CH:54]=[CH:55][CH:56]=[CH:57][CH:58]=1)([C:47]1[CH:48]=[CH:49][CH:50]=[CH:51][CH:52]=1)[C:59]1[CH:64]=[CH:63][CH:62]=[CH:61][CH:60]=1)[C:33]2=[O:72])=[O:30])([C:22]1[CH:23]=[CH:24][CH:25]=[CH:26][CH:27]=1)[C:16]1[CH:17]=[CH:18][CH:19]=[CH:20][CH:21]=1. The catalyst class is: 46.